Dataset: NCI-60 drug combinations with 297,098 pairs across 59 cell lines. Task: Regression. Given two drug SMILES strings and cell line genomic features, predict the synergy score measuring deviation from expected non-interaction effect. Drug 1: CN1CCC(CC1)COC2=C(C=C3C(=C2)N=CN=C3NC4=C(C=C(C=C4)Br)F)OC. Drug 2: CCC1(CC2CC(C3=C(CCN(C2)C1)C4=CC=CC=C4N3)(C5=C(C=C6C(=C5)C78CCN9C7C(C=CC9)(C(C(C8N6C)(C(=O)OC)O)OC(=O)C)CC)OC)C(=O)OC)O.OS(=O)(=O)O. Cell line: UO-31. Synergy scores: CSS=34.0, Synergy_ZIP=-2.08, Synergy_Bliss=4.29, Synergy_Loewe=6.51, Synergy_HSA=6.91.